Task: Predict the reaction yield, written as a fraction of the theoretical maximum amount of product (1.0 means a 100% yield; for example, 0.34 means a 34% yield).. Dataset: Reaction yield outcomes from USPTO patents with 853,638 reactions (1) The reactants are [F:1][C:2]1[C:30]([F:31])=[CH:29][CH:28]=[CH:27][C:3]=1[O:4][C:5]1[CH:10]=[CH:9][C:8]([C:11]2[C:19]3[C:14](=[N:15][CH:16]=[N:17][C:18]=3[NH2:20])[N:13]([C@@H:21]3[CH2:26][CH2:25][CH2:24][NH:23][CH2:22]3)[N:12]=2)=[CH:7][CH:6]=1.CN(C(ON1N=NC2C=CC=NC1=2)=[N+](C)C)C.F[P-](F)(F)(F)(F)F.C(N(CC)CC)C.[C:63]([CH2:65][C:66](O)=[O:67])#[N:64]. The catalyst is ClCCl. The product is [NH2:20][C:18]1[N:17]=[CH:16][N:15]=[C:14]2[N:13]([C@@H:21]3[CH2:26][CH2:25][CH2:24][N:23]([C:66](=[O:67])[CH2:65][C:63]#[N:64])[CH2:22]3)[N:12]=[C:11]([C:8]3[CH:7]=[CH:6][C:5]([O:4][C:3]4[CH:27]=[CH:28][CH:29]=[C:30]([F:31])[C:2]=4[F:1])=[CH:10][CH:9]=3)[C:19]=12. The yield is 0.690. (2) The reactants are [OH:1]/[N:2]=[C:3](/[C:6]1[CH:11]=[CH:10][CH:9]=[CH:8][N:7]=1)\[C:4]#[N:5].[C:12]([O:16][C:17](=[O:27])[NH:18][C:19]1[CH:24]=[CH:23][CH:22]=[C:21]([CH2:25]Cl)[N:20]=1)([CH3:15])([CH3:14])[CH3:13].[I-].[K+].C(=O)([O-])[O-].[Cs+].[Cs+]. The catalyst is C(#N)C.CN(C=O)C. The product is [C:4](/[C:3](=[N:2]\[O:1][CH2:25][C:21]1[N:20]=[C:19]([NH:18][C:17](=[O:27])[O:16][C:12]([CH3:14])([CH3:13])[CH3:15])[CH:24]=[CH:23][CH:22]=1)/[C:6]1[CH:11]=[CH:10][CH:9]=[CH:8][N:7]=1)#[N:5]. The yield is 0.820. (3) The reactants are CCN(C(C)C)C(C)C.OC(C(F)(F)F)=O.[NH2:17][CH2:18][C:19]([N:21]1[CH2:26][CH2:25][N:24]([C:27](=[O:38])[C:28]2[CH:33]=[CH:32][CH:31]=[CH:30][C:29]=2[C:34]([F:37])([F:36])[F:35])[CH2:23][CH2:22]1)=[O:20].C1C=CC2N(O)N=NC=2C=1.CCN=C=NCCCN(C)C.Cl.[O:61]([C:68]1[CH:69]=[C:70]([CH:74]=[CH:75][CH:76]=1)[C:71](O)=[O:72])[C:62]1[CH:67]=[CH:66][CH:65]=[CH:64][CH:63]=1. The catalyst is CN(C=O)C.O. The product is [O:20]=[C:19]([N:21]1[CH2:22][CH2:23][N:24]([C:27](=[O:38])[C:28]2[CH:33]=[CH:32][CH:31]=[CH:30][C:29]=2[C:34]([F:37])([F:35])[F:36])[CH2:25][CH2:26]1)[CH2:18][NH:17][C:71](=[O:72])[C:70]1[CH:74]=[CH:75][CH:76]=[C:68]([O:61][C:62]2[CH:63]=[CH:64][CH:65]=[CH:66][CH:67]=2)[CH:69]=1. The yield is 0.725.